The task is: Predict the reaction yield, written as a fraction of the theoretical maximum amount of product (1.0 means a 100% yield; for example, 0.34 means a 34% yield).. This data is from Reaction yield outcomes from USPTO patents with 853,638 reactions. (1) The reactants are [NH2:1][CH2:2][C:3]1[CH:4]=[C:5]([C:10]2[CH:15]=[CH:14][CH:13]=[C:12]([CH2:16][N:17]3[CH2:22][CH2:21][N:20](C(OC(C)(C)C)=O)[C@@H:19]([CH3:30])[CH2:18]3)[CH:11]=2)[CH:6]=[CH:7][C:8]=1[F:9].[NH:31]1[CH2:36][CH2:35][CH:34]([C:37]2[CH:38]=[C:39]([CH:43]=[CH:44][CH:45]=2)[C:40](O)=[O:41])[CH2:33][CH2:32]1.CN(C(ON1N=NC2C=CC=NC1=2)=[N+](C)C)C.F[P-](F)(F)(F)(F)F.C(N(C(C)C)CC)(C)C. The catalyst is CN(C=O)C. The yield is 0.210. The product is [F:9][C:8]1[CH:7]=[CH:6][C:5]([C:10]2[CH:15]=[CH:14][CH:13]=[C:12]([CH2:16][N:17]3[CH2:22][CH2:21][NH:20][C@@H:19]([CH3:30])[CH2:18]3)[CH:11]=2)=[CH:4][C:3]=1[CH2:2][NH:1][C:40](=[O:41])[C:39]1[CH:43]=[CH:44][CH:45]=[C:37]([CH:34]2[CH2:33][CH2:32][NH:31][CH2:36][CH2:35]2)[CH:38]=1. (2) The reactants are [ClH:1].[F:2][C:3]1[CH:4]=[C:5]([C:10]2[C:18]3[C:13](=[CH:14][C:15]([O:19][CH2:20][CH2:21][N:22]4[CH2:27][CH2:26][N:25]([S:28]([CH3:31])(=[O:30])=[O:29])[CH2:24][CH2:23]4)=[CH:16][CH:17]=3)[C:12](=[O:32])[C:11]=2C2C=NC3C(C=2)=CC=CC=3)[CH:6]=[C:7]([F:9])[CH:8]=1.O1CCN(CCO[C:52]2[CH:60]=[C:59]3[C:55]([C:56](C4C=CC=CC=4)=C(Br)C3=O)=[CH:54][CH:53]=2)CC1.B(O)(O)C1C=CC(C)=CC=1. No catalyst specified. The product is [ClH:1].[F:2][C:3]1[CH:4]=[C:5]([C:10]2[C:18]3[C:13](=[CH:14][C:15]([O:19][CH2:20][CH2:21][N:22]4[CH2:27][CH2:26][N:25]([S:28]([CH3:31])(=[O:30])=[O:29])[CH2:24][CH2:23]4)=[CH:16][CH:17]=3)[C:12](=[O:32])[C:11]=2[C:52]2[CH:60]=[CH:59][C:55]([CH3:56])=[CH:54][CH:53]=2)[CH:6]=[C:7]([F:9])[CH:8]=1. The yield is 0.520. (3) The reactants are [Cl:1][C:2]1[C:7]([F:8])=[CH:6][CH:5]=[C:4]([Cl:9])[C:3]=1[CH:10]([O:12][C:13]1[C:14]([NH2:20])=[N:15][CH:16]=[C:17](I)[CH:18]=1)[CH3:11].[CH3:21][C:22]1[CH:26]=[CH:25][NH:24][N:23]=1.[O-]P([O-])([O-])=O.[K+].[K+].[K+].CCCCCCCCCCCC.C1(N)(N)CCCCC1. The catalyst is CS(C)=O.[Cu](I)I. The product is [Cl:1][C:2]1[C:7]([F:8])=[CH:6][CH:5]=[C:4]([Cl:9])[C:3]=1[CH:10]([O:12][C:13]1[C:14]([NH2:20])=[N:15][CH:16]=[C:17]([N:24]2[CH:25]=[CH:26][C:22]([CH3:21])=[N:23]2)[CH:18]=1)[CH3:11]. The yield is 0.342. (4) The reactants are [OH:1][C:2]1[CH:13]=[CH:12][C:5]([O:6][CH2:7][C:8]([NH:10][CH3:11])=[O:9])=[CH:4][CH:3]=1.C(=O)([O-])[O-].[K+].[K+].Br[CH2:21][C:22]1[CH:29]=[CH:28][C:25]([C:26]#[N:27])=[CH:24][CH:23]=1.O. The catalyst is CC(=O)CC. The product is [C:26]([C:25]1[CH:28]=[CH:29][C:22]([CH2:21][O:1][C:2]2[CH:3]=[CH:4][C:5]([O:6][CH2:7][C:8]([NH:10][CH3:11])=[O:9])=[CH:12][CH:13]=2)=[CH:23][CH:24]=1)#[N:27]. The yield is 0.950. (5) The reactants are [Li]CCCC.CCCCCC.[CH3:12][N:13]1[C:21]2[C:16](=[CH:17][C:18]([CH3:22])=[CH:19][CH:20]=2)[C:15]2[C:23]3[C:28]([CH2:29][C:14]1=2)=[CH:27][CH:26]=[CH:25][CH:24]=3.[C:30]([NH:34][Si:35]([CH3:38])([CH3:37])Cl)([CH3:33])([CH3:32])[CH3:31]. The catalyst is CCOCC. The product is [CH3:37][SiH:35]([N:34]([C:30]([CH3:33])([CH3:32])[CH3:31])[CH:29]1[C:14]2[N:13]([CH3:12])[C:21]3[C:16]([C:15]=2[C:23]2[C:28]1=[CH:27][CH:26]=[CH:25][CH:24]=2)=[CH:17][C:18]([CH3:22])=[CH:19][CH:20]=3)[CH3:38]. The yield is 0.924. (6) The reactants are [N+:1]([O-])([O-])=O.[Na+].[Br:6][C:7]1[CH:8]=[CH:9][C:10]([F:14])=[C:11]([CH:13]=1)[NH2:12].O.O.[Sn](Cl)Cl.[OH-].[Na+]. The catalyst is O.Cl. The product is [Br:6][C:7]1[CH:8]=[CH:9][C:10]([F:14])=[C:11]([NH:12][NH2:1])[CH:13]=1. The yield is 0.540. (7) The reactants are [O:1]1[CH:5]=[CH:4][CH:3]=[C:2]1[CH:6]=[C:7]1[CH2:12][CH2:11][CH2:10][NH:9][C:8]1=[O:13].CO. The catalyst is [Ir].ClCCl. The product is [O:1]1[CH:5]=[CH:4][CH:3]=[C:2]1[CH2:6][CH:7]1[CH2:12][CH2:11][CH2:10][NH:9][C:8]1=[O:13]. The yield is 0.920.